This data is from Forward reaction prediction with 1.9M reactions from USPTO patents (1976-2016). The task is: Predict the product of the given reaction. (1) Given the reactants [N:1]1[CH:6]=[CH:5][N:4]=[CH:3][C:2]=1[C:7]([OH:9])=O.Cl.CN(C)CCCN=C=NCC.N1C=CC=CC=1.[NH2:28][C:29]1[CH:34]=[CH:33][C:32]([CH:35]2[CH2:39][CH2:38][CH2:37][N:36]2[C:40]([O:42][C:43]([CH3:46])([CH3:45])[CH3:44])=[O:41])=[C:31]([F:47])[CH:30]=1, predict the reaction product. The product is: [F:47][C:31]1[CH:30]=[C:29]([NH:28][C:7]([C:2]2[CH:3]=[N:4][CH:5]=[CH:6][N:1]=2)=[O:9])[CH:34]=[CH:33][C:32]=1[CH:35]1[CH2:39][CH2:38][CH2:37][N:36]1[C:40]([O:42][C:43]([CH3:46])([CH3:45])[CH3:44])=[O:41]. (2) Given the reactants C(N(CC)CC)C.Br.[NH2:9][C:10]1[N:17]=[CH:16][C:15]([Br:18])=[CH:14][C:11]=1[CH:12]=O.[CH3:19][N:20]1[CH2:25][CH2:24][N:23]([CH2:26][CH2:27][NH2:28])[CH2:22][CH2:21]1.[BH4-].[Na+], predict the reaction product. The product is: [Br:18][C:15]1[CH:14]=[C:11]([CH2:12][NH:28][CH2:27][CH2:26][N:23]2[CH2:24][CH2:25][N:20]([CH3:19])[CH2:21][CH2:22]2)[C:10]([NH2:9])=[N:17][CH:16]=1. (3) Given the reactants [CH3:1][O:2][C:3](=[O:8])[CH:4]([NH2:7])[CH2:5][OH:6].[C:9](O[C:9]([O:10][C:11]([CH3:14])([CH3:13])[CH3:12])=[O:15])(=[O:15])[O:10][C:11]([CH3:14])([CH3:13])[CH3:12].C(N(CC)CC)C.[NH4+].[Cl-], predict the reaction product. The product is: [CH3:1][O:2][C:3](=[O:8])[CH:4]([NH:7][C:9]([O:10][C:11]([CH3:14])([CH3:13])[CH3:12])=[O:15])[CH2:5][OH:6]. (4) Given the reactants [NH2:1]/[C:2](/[C:9]([F:12])([F:11])[F:10])=[CH:3]\[C:4]([O:6]CC)=O.[H-].[Na+].[Cl:15][C:16]1[C:21]([O:22][C:23]2[CH:28]=[CH:27][CH:26]=[CH:25][C:24]=2[O:29][CH2:30][C:31]([O:33][CH2:34][CH3:35])=[O:32])=[CH:20][C:19]([N:36]=[C:37]=[O:38])=[C:18]([F:39])[CH:17]=1.Cl, predict the reaction product. The product is: [Cl:15][C:16]1[CH:17]=[C:18]([F:39])[C:19]([N:36]2[C:4](=[O:6])[CH:3]=[C:2]([C:9]([F:10])([F:11])[F:12])[NH:1][C:37]2=[O:38])=[CH:20][C:21]=1[O:22][C:23]1[CH:28]=[CH:27][CH:26]=[CH:25][C:24]=1[O:29][CH2:30][C:31]([O:33][CH2:34][CH3:35])=[O:32]. (5) Given the reactants [Br:1][C:2]1[CH:3]=[C:4]([C:7]2([CH3:34])[CH2:15][C:11]3([CH2:14][O:13][CH2:12]3)[S:10][C:9]([NH:16]C(=O)OCC3C4C=CC=CC=4C4C3=CC=CC=4)=[N:8]2)[S:5][CH:6]=1.N1CCCCC1, predict the reaction product. The product is: [Br:1][C:2]1[CH:3]=[C:4]([C:7]2([CH3:34])[CH2:15][C:11]3([CH2:14][O:13][CH2:12]3)[S:10][C:9]([NH2:16])=[N:8]2)[S:5][CH:6]=1. (6) Given the reactants [CH2:1]([Li])[CH2:2][CH2:3][CH3:4].C[C:7]1([CH3:15])CCCC(C)(C)N1.COC1C=CC([C@H]2C[C@H]([C:28]([O:30][CH3:31])=[O:29])C2)=CC=1.BrCBr.[Li]N1C(C)(C)CCC[C:37]1(C)C.C[Si]([N-][Si](C)(C)C)(C)C.[Li+].[CH:56]([Li])([CH2:58][CH3:59])[CH3:57].[C:61](Cl)(=[O:63])C, predict the reaction product. The product is: [CH3:61][O:63][C:1]1[CH:15]=[CH:7][C:4]([C@H:59]2[CH2:37][C@H:56]([CH2:57][C:28]([O:30][CH3:31])=[O:29])[CH2:58]2)=[CH:3][CH:2]=1.